This data is from Forward reaction prediction with 1.9M reactions from USPTO patents (1976-2016). The task is: Predict the product of the given reaction. (1) Given the reactants [N+:1]([C:4]1[CH:12]=[CH:11][CH:10]=[C:9]2[C:5]=1[CH:6]=[N:7][N:8]2[CH2:13][CH2:14][CH3:15])([O-])=O.NC1C=C(C=CC=1OC(C)C)C(N)=O, predict the reaction product. The product is: [CH2:13]([N:8]1[C:9]2[C:5](=[C:4]([NH2:1])[CH:12]=[CH:11][CH:10]=2)[CH:6]=[N:7]1)[CH2:14][CH3:15]. (2) Given the reactants [F:1][C:2]([F:33])([F:32])[C:3]1[CH:27]=[C:26]([C:28]([F:31])([F:30])[F:29])[CH:25]=[CH:24][C:4]=1[CH2:5][N:6]1[C:14]2[C:9](=[CH:10][C:11]([CH:15]=[C:16]3[S:20][C:19](SC)=[N:18][C:17]3=[O:23])=[CH:12][CH:13]=2)[CH:8]=[N:7]1.[C:34]([O:38][C:39](=[O:47])[NH:40][C@@H:41]1[CH2:46][CH2:45][CH2:44][NH:43][CH2:42]1)([CH3:37])([CH3:36])[CH3:35], predict the reaction product. The product is: [C:34]([O:38][C:39](=[O:47])[NH:40][CH:41]1[CH2:46][CH2:45][CH2:44][N:43]([C:19]2[S:20][C:16](=[CH:15][C:11]3[CH:10]=[C:9]4[C:14](=[CH:13][CH:12]=3)[N:6]([CH2:5][C:4]3[CH:24]=[CH:25][C:26]([C:28]([F:30])([F:31])[F:29])=[CH:27][C:3]=3[C:2]([F:1])([F:33])[F:32])[N:7]=[CH:8]4)[C:17](=[O:23])[N:18]=2)[CH2:42]1)([CH3:37])([CH3:35])[CH3:36].[NH2:40][C@@H:41]1[CH2:46][CH2:45][CH2:44][N:43]([C:19]2[S:20][C:16](=[CH:15][C:11]3[CH:10]=[C:9]4[C:14](=[CH:13][CH:12]=3)[N:6]([CH2:5][C:4]3[CH:24]=[CH:25][C:26]([C:28]([F:29])([F:31])[F:30])=[CH:27][C:3]=3[C:2]([F:33])([F:32])[F:1])[N:7]=[CH:8]4)[C:17](=[O:23])[N:18]=2)[CH2:42]1. (3) Given the reactants Br[C:2]1[CH:3]=[C:4]([N:8]2[CH2:13][CH2:12][N:11]([C:14]([O:16][C:17]([CH3:20])([CH3:19])[CH3:18])=[O:15])[CH2:10][CH2:9]2)[CH:5]=[CH:6][CH:7]=1.[Li]CCCC.[B:26](OC(C)C)([O:31]C(C)C)[O:27]C(C)C.P(=O)(O)(O)O, predict the reaction product. The product is: [C:17]([O:16][C:14]([N:11]1[CH2:12][CH2:13][N:8]([C:4]2[CH:3]=[C:2]([B:26]([OH:31])[OH:27])[CH:7]=[CH:6][CH:5]=2)[CH2:9][CH2:10]1)=[O:15])([CH3:20])([CH3:19])[CH3:18]. (4) Given the reactants O[C:2]1[C:11]2[C:6](=[N:7][CH:8]=[CH:9][CH:10]=2)[N:5]([C:12]2[CH:17]=[CH:16][CH:15]=[CH:14][CH:13]=2)[C:4](=[O:18])[C:3]=1[C:19](=O)[CH2:20][CH2:21][C:22]1[CH:27]=[CH:26][CH:25]=[C:24]([C:28]#[N:29])[CH:23]=1.O.[NH2:32][NH2:33], predict the reaction product. The product is: [C:28]([C:24]1[CH:23]=[C:22]([CH2:21][CH2:20][C:19]2[C:3]3[C:4](=[O:18])[N:5]([C:12]4[CH:17]=[CH:16][CH:15]=[CH:14][CH:13]=4)[C:6]4[N:7]=[CH:8][CH:9]=[CH:10][C:11]=4[C:2]=3[NH:33][N:32]=2)[CH:27]=[CH:26][CH:25]=1)#[N:29]. (5) Given the reactants [F:1][C:2]1[CH:3]=[CH:4][C:5]([NH:8][C:9](=[O:31])[CH2:10][S:11]C(C2C=CC=CC=2)(C2C=CC=CC=2)C2C=CC=CC=2)=[N:6][CH:7]=1.FC(F)(F)C(O)=O, predict the reaction product. The product is: [F:1][C:2]1[CH:3]=[CH:4][C:5]([NH:8][C:9](=[O:31])[CH2:10][SH:11])=[N:6][CH:7]=1.